From a dataset of Full USPTO retrosynthesis dataset with 1.9M reactions from patents (1976-2016). Predict the reactants needed to synthesize the given product. (1) The reactants are: [C:1]([NH:7][C@@H:8]([C:10]1[CH:15]=[CH:14][CH:13]=[CH:12][C:11]=1[S:16]([O-:18])=[O:17])[CH3:9])(=[O:6])[C:2]([CH3:5])([CH3:4])[CH3:3].[Na+].[CH2:20](I)[CH3:21]. Given the product [CH2:20]([S:16]([C:11]1[CH:12]=[CH:13][CH:14]=[CH:15][C:10]=1[C@H:8]([NH:7][C:1](=[O:6])[C:2]([CH3:5])([CH3:3])[CH3:4])[CH3:9])(=[O:18])=[O:17])[CH3:21], predict the reactants needed to synthesize it. (2) Given the product [P:1]([O:44][CH:14]([CH2:15][O:16][C:17]1[CH:22]=[C:21]([Cl:23])[C:20]([C:24]2[N:28]=[C:27]([C:29]3[N:30]=[C:31]4[C:36]([Cl:37])=[CH:35][C:34]([C:38]([F:41])([F:40])[F:39])=[CH:33][N:32]4[CH:42]=3)[O:26][N:25]=2)=[CH:19][C:18]=1[Cl:43])[CH2:13][O:12][Si:5]([C:8]([CH3:10])([CH3:11])[CH3:9])([CH3:6])[CH3:7])([O:3][C:20]([CH3:24])([CH3:21])[CH3:19])([O:59][C:8]([CH3:11])([CH3:10])[CH3:9])=[O:2], predict the reactants needed to synthesize it. The reactants are: [P:1](N)([O-:3])[O-:2].[Si:5]([O:12][CH2:13][CH:14]([OH:44])[CH2:15][O:16][C:17]1[CH:22]=[C:21]([Cl:23])[C:20]([C:24]2[N:28]=[C:27]([C:29]3[N:30]=[C:31]4[C:36]([Cl:37])=[CH:35][C:34]([C:38]([F:41])([F:40])[F:39])=[CH:33][N:32]4[CH:42]=3)[O:26][N:25]=2)=[CH:19][C:18]=1[Cl:43])([C:8]([CH3:11])([CH3:10])[CH3:9])([CH3:7])[CH3:6].N1C=NN=N1.OO.[O-]S([O-])(=S)=O.[Na+].[Na+].[OH2:59]. (3) Given the product [CH3:45][O:44][CH:36]1[C@@H:37]2[O:38][C:39]([CH3:43])([CH3:42])[O:40][C@@H:41]2[C@@H:34]([CH2:33][N:12]2[C:7]3=[C:6]4[C:11](=[CH:10][CH:9]=[CH:8]3)[C:2]([CH3:15])([CH3:1])[CH2:3][CH2:4][N:5]4[C:13]2=[O:14])[O:35]1, predict the reactants needed to synthesize it. The reactants are: [CH3:1][C:2]1([CH3:15])[C:11]2[C:6]3=[C:7]([NH:12][C:13](=[O:14])[N:5]3[CH2:4][CH2:3]1)[CH:8]=[CH:9][CH:10]=2.C(=O)([O-])[O-].[Cs+].[Cs+].CC1C=CC(S(O[CH2:33][C@@H:34]2[C@@H:41]3[C@@H:37]([O:38][C:39]([CH3:43])([CH3:42])[O:40]3)[CH:36]([O:44][CH3:45])[O:35]2)(=O)=O)=CC=1.O.